Task: Predict the reactants needed to synthesize the given product.. Dataset: Full USPTO retrosynthesis dataset with 1.9M reactions from patents (1976-2016) Given the product [NH2:1][C:2]1[CH:10]=[CH:9][C:5]([C:6]([N:12]2[CH2:17][CH2:16][CH2:15][C@@H:14]3[C:18]4[CH:19]=[CH:20][CH:21]=[CH:22][C:23]=4[CH2:24][C@H:13]23)=[O:8])=[CH:4][C:3]=1[Cl:11], predict the reactants needed to synthesize it. The reactants are: [NH2:1][C:2]1[CH:10]=[CH:9][C:5]([C:6]([OH:8])=O)=[CH:4][C:3]=1[Cl:11].[NH:12]1[CH2:17][CH2:16][CH2:15][C@@H:14]2[C:18]3[CH:19]=[CH:20][CH:21]=[CH:22][C:23]=3[CH2:24][C@H:13]12.F[P-](F)(F)(F)(F)F.N1(OC(N(C)C)=[N+](C)C)C2N=CC=CC=2N=N1.